Dataset: Full USPTO retrosynthesis dataset with 1.9M reactions from patents (1976-2016). Task: Predict the reactants needed to synthesize the given product. (1) Given the product [CH3:24][O:25][C:26]1[CH:31]=[C:30]([O:32][CH3:33])[CH:29]=[CH:28][C:27]=1[CH2:34][NH:35][C:2]1[C:3]2[S:10][CH:9]=[C:8]([C:11]([O:13][CH3:14])=[O:12])[C:4]=2[N:5]=[CH:6][N:7]=1, predict the reactants needed to synthesize it. The reactants are: Cl[C:2]1[C:3]2[S:10][CH:9]=[C:8]([C:11]([O:13][CH3:14])=[O:12])[C:4]=2[N:5]=[CH:6][N:7]=1.CCN(C(C)C)C(C)C.[CH3:24][O:25][C:26]1[CH:31]=[C:30]([O:32][CH3:33])[CH:29]=[CH:28][C:27]=1[CH2:34][NH2:35]. (2) Given the product [F:1][C:2]1[CH:3]=[C:4]([N:9]2[CH2:13][C@H:12]([CH2:14][O:15][S:27]([CH3:26])(=[O:29])=[O:28])[O:11][C:10]2=[O:16])[CH:5]=[CH:6][C:7]=1[I:8], predict the reactants needed to synthesize it. The reactants are: [F:1][C:2]1[CH:3]=[C:4]([N:9]2[CH2:13][C@H:12]([CH2:14][OH:15])[O:11][C:10]2=[O:16])[CH:5]=[CH:6][C:7]=1[I:8].C(N(CC)C(C)C)(C)C.[CH3:26][S:27](Cl)(=[O:29])=[O:28]. (3) Given the product [F:12][CH2:13][CH2:14][CH2:15][O:1][C:2]1[CH:10]=[C:9]2[C:5]([CH2:6][CH2:7][C:8]2=[O:11])=[CH:4][CH:3]=1, predict the reactants needed to synthesize it. The reactants are: [OH:1][C:2]1[CH:10]=[C:9]2[C:5]([CH2:6][CH2:7][C:8]2=[O:11])=[CH:4][CH:3]=1.[F:12][CH2:13][CH2:14][CH2:15]O.C1(P(C2C=CC=CC=2)C2C=CC=CC=2)C=CC=CC=1.N(C(OC(C)C)=O)=NC(OC(C)C)=O. (4) The reactants are: [Cl:1][C:2]1[CH:7]=[CH:6][C:5]([C:8]2[C:9](=[O:26])[O:10]/[C:11](=[CH:15]\[C:16]3[C:25]4[C:20](=[CH:21][CH:22]=[CH:23][CH:24]=4)[CH:19]=[CH:18][CH:17]=3)/[C:12]=2[O:13]C)=[CH:4][CH:3]=1.[Li+].[Br-].OS(O)(=O)=O. Given the product [Cl:1][C:2]1[CH:7]=[CH:6][C:5]([C:8]2[C:9](=[O:26])[O:10]/[C:11](=[CH:15]\[C:16]3[C:25]4[C:20](=[CH:21][CH:22]=[CH:23][CH:24]=4)[CH:19]=[CH:18][CH:17]=3)/[C:12]=2[OH:13])=[CH:4][CH:3]=1, predict the reactants needed to synthesize it. (5) The reactants are: [NH2:1][C:2]1[CH:3]=[N:4][N:5]([CH3:21])[C:6]=1[N:7]1[CH2:11][CH2:10][C@@H:9]([CH2:12][NH:13]C(=O)OC(C)(C)C)[CH2:8]1.C(OC([NH:29][C:30]1[S:34][C:33]([C:35]2[C:40]([F:41])=[CH:39][CH:38]=[CH:37][C:36]=2[F:42])=[N:32][C:31]=1[C:43](O)=[O:44])=O)(C)(C)C.CN(C(ON1N=NC2C=CC=NC1=2)=[N+](C)C)C.F[P-](F)(F)(F)(F)F. Given the product [NH2:29][C:30]1[S:34][C:33]([C:35]2[C:40]([F:41])=[CH:39][CH:38]=[CH:37][C:36]=2[F:42])=[N:32][C:31]=1[C:43]([NH:1][C:2]1[CH:3]=[N:4][N:5]([CH3:21])[C:6]=1[N:7]1[CH2:11][CH2:10][C@@H:9]([CH2:12][NH2:13])[CH2:8]1)=[O:44], predict the reactants needed to synthesize it. (6) Given the product [CH3:1][N:2]1[CH2:3][CH2:4][C@@:5]23[C:6]4[C:7]5[CH2:20][C@@H:19]1[C@@H:18]2[CH2:17][CH2:16][C:14]1([C@@H:13]3[O:12][C:11]=4[C:10]([OH:21])=[CH:9][CH:8]=5)[O:30][CH2:29][CH2:28][O:15]1, predict the reactants needed to synthesize it. The reactants are: [CH3:1][N:2]1[C@@H:19]2[CH2:20][C:7]3=[CH:8][CH:9]=[C:10]([OH:21])[C:11]4[O:12][C@H:13]5[C:14]([CH2:16][CH2:17][C@@H:18]2[C@:5]5([C:6]=43)[CH2:4][CH2:3]1)=[O:15].Cl.CS(O)(=O)=O.[CH2:28](O)[CH2:29][OH:30].